From a dataset of NCI-60 drug combinations with 297,098 pairs across 59 cell lines. Regression. Given two drug SMILES strings and cell line genomic features, predict the synergy score measuring deviation from expected non-interaction effect. (1) Drug 1: CC1=CC2C(CCC3(C2CCC3(C(=O)C)OC(=O)C)C)C4(C1=CC(=O)CC4)C. Drug 2: C(=O)(N)NO. Cell line: NCI-H460. Synergy scores: CSS=24.3, Synergy_ZIP=-5.97, Synergy_Bliss=0.680, Synergy_Loewe=-1.46, Synergy_HSA=0.698. (2) Drug 1: C1CC(=O)NC(=O)C1N2C(=O)C3=CC=CC=C3C2=O. Drug 2: CC1CCCC2(C(O2)CC(NC(=O)CC(C(C(=O)C(C1O)C)(C)C)O)C(=CC3=CSC(=N3)C)C)C. Cell line: OVCAR3. Synergy scores: CSS=33.3, Synergy_ZIP=6.77, Synergy_Bliss=-2.81, Synergy_Loewe=-43.0, Synergy_HSA=-11.8. (3) Drug 1: CS(=O)(=O)OCCCCOS(=O)(=O)C. Drug 2: CN(C(=O)NC(C=O)C(C(C(CO)O)O)O)N=O. Cell line: PC-3. Synergy scores: CSS=1.48, Synergy_ZIP=-2.30, Synergy_Bliss=-5.49, Synergy_Loewe=-1.38, Synergy_HSA=-6.77. (4) Drug 1: C1=CC(=CC=C1CC(C(=O)O)N)N(CCCl)CCCl.Cl. Drug 2: CC12CCC3C(C1CCC2O)C(CC4=C3C=CC(=C4)O)CCCCCCCCCS(=O)CCCC(C(F)(F)F)(F)F. Cell line: HCT-15. Synergy scores: CSS=26.5, Synergy_ZIP=-5.27, Synergy_Bliss=1.24, Synergy_Loewe=-3.54, Synergy_HSA=-1.77. (5) Drug 1: C1=CC(=CC=C1CCCC(=O)O)N(CCCl)CCCl. Cell line: SN12C. Drug 2: CC(C)NC(=O)C1=CC=C(C=C1)CNNC.Cl. Synergy scores: CSS=16.7, Synergy_ZIP=-4.82, Synergy_Bliss=-2.54, Synergy_Loewe=-11.1, Synergy_HSA=-1.56. (6) Drug 1: C1=C(C(=O)NC(=O)N1)F. Drug 2: C1C(C(OC1N2C=NC3=C(N=C(N=C32)Cl)N)CO)O. Cell line: TK-10. Synergy scores: CSS=9.63, Synergy_ZIP=-2.84, Synergy_Bliss=-7.50, Synergy_Loewe=-8.49, Synergy_HSA=-8.27. (7) Drug 1: CCC1(CC2CC(C3=C(CCN(C2)C1)C4=CC=CC=C4N3)(C5=C(C=C6C(=C5)C78CCN9C7C(C=CC9)(C(C(C8N6C)(C(=O)OC)O)OC(=O)C)CC)OC)C(=O)OC)O.OS(=O)(=O)O. Drug 2: CC1CCC2CC(C(=CC=CC=CC(CC(C(=O)C(C(C(=CC(C(=O)CC(OC(=O)C3CCCCN3C(=O)C(=O)C1(O2)O)C(C)CC4CCC(C(C4)OC)O)C)C)O)OC)C)C)C)OC. Cell line: HCT-15. Synergy scores: CSS=12.8, Synergy_ZIP=-0.990, Synergy_Bliss=1.80, Synergy_Loewe=-5.68, Synergy_HSA=-0.512. (8) Drug 1: C1=CC(=CC=C1CC(C(=O)O)N)N(CCCl)CCCl.Cl. Drug 2: C1=CN(C=N1)CC(O)(P(=O)(O)O)P(=O)(O)O. Cell line: HOP-62. Synergy scores: CSS=2.30, Synergy_ZIP=-2.95, Synergy_Bliss=-6.24, Synergy_Loewe=-14.5, Synergy_HSA=-10.7. (9) Synergy scores: CSS=24.8, Synergy_ZIP=-12.6, Synergy_Bliss=-16.5, Synergy_Loewe=-45.0, Synergy_HSA=-14.0. Drug 2: CC1=C(C(=O)C2=C(C1=O)N3CC4C(C3(C2COC(=O)N)OC)N4)N. Drug 1: C1=CC(=CC=C1CCCC(=O)O)N(CCCl)CCCl. Cell line: SK-MEL-2.